This data is from Forward reaction prediction with 1.9M reactions from USPTO patents (1976-2016). The task is: Predict the product of the given reaction. The product is: [CH2:52]([NH:59][C:16]([C:2]1([CH3:1])[C:15]2[CH:14]=[CH:13][CH:12]=[CH:11][C:10]=2[O:9][C:8]2[C:3]1=[CH:4][CH:5]=[CH:6][CH:7]=2)=[O:18])[C:53]1[CH:58]=[CH:57][CH:56]=[CH:55][CH:54]=1. Given the reactants [CH3:1][C:2]1([C:16]([OH:18])=O)[C:15]2[CH:14]=[CH:13][CH:12]=[CH:11][C:10]=2[O:9][C:8]2[C:3]1=[CH:4][CH:5]=[CH:6][CH:7]=2.C1CN([P+](ON2N=NC3C=CC=CC2=3)(N2CCCC2)N2CCCC2)CC1.F[P-](F)(F)(F)(F)F.[CH2:52]([NH2:59])[C:53]1[CH:58]=[CH:57][CH:56]=[CH:55][CH:54]=1.C([O-])(O)=O.[Na+], predict the reaction product.